Dataset: NCI-60 drug combinations with 297,098 pairs across 59 cell lines. Task: Regression. Given two drug SMILES strings and cell line genomic features, predict the synergy score measuring deviation from expected non-interaction effect. Drug 1: C#CCC(CC1=CN=C2C(=N1)C(=NC(=N2)N)N)C3=CC=C(C=C3)C(=O)NC(CCC(=O)O)C(=O)O. Drug 2: CC1C(C(CC(O1)OC2CC(CC3=C2C(=C4C(=C3O)C(=O)C5=C(C4=O)C(=CC=C5)OC)O)(C(=O)CO)O)N)O.Cl. Cell line: IGROV1. Synergy scores: CSS=30.2, Synergy_ZIP=-6.29, Synergy_Bliss=-5.00, Synergy_Loewe=-3.30, Synergy_HSA=-2.85.